From a dataset of Catalyst prediction with 721,799 reactions and 888 catalyst types from USPTO. Predict which catalyst facilitates the given reaction. (1) The catalyst class is: 29. Reactant: [ClH:1].C([N:9]1[CH2:22][C:21]2[CH:20]=[CH:19][CH:18]=[CH:17][C:16]=2[C@@H:15]2[C@@H:10]1[CH2:11][CH2:12][C:13]1[CH:26]=[C:25]([O:27][CH3:28])[C:24]([O:29][CH3:30])=[CH:23][C:14]=12)C1C=CC=CC=1. Product: [ClH:1].[CH3:28][O:27][C:25]1[C:24]([O:29][CH3:30])=[CH:23][C:14]2[C@H:15]3[C@H:10]([CH2:11][CH2:12][C:13]=2[CH:26]=1)[NH:9][CH2:22][C:21]1[CH:20]=[CH:19][CH:18]=[CH:17][C:16]3=1. (2) Reactant: [OH:1][C@H:2]1[CH2:7][CH2:6][C@H:5]2[C@H:8]3[C@H:17]([CH2:18][CH2:19][C@:3]12[CH3:4])[C:16]1[CH:15]=[CH:14][C:13]([O:20][CH3:21])=[CH:12][C:11]=1[CH2:10][C@H:9]3[CH2:22][CH:23]=[CH:24][CH2:25][CH2:26][CH2:27][CH2:28][CH2:29][CH2:30][CH:31]([CH2:37][CH2:38][CH2:39][C:40]([F:46])([F:45])[C:41]([F:44])([F:43])[F:42])[C:32]([O:34][CH2:35][CH3:36])=[O:33]. Product: [OH:1][C@H:2]1[CH2:7][CH2:6][C@H:5]2[C@H:8]3[C@H:17]([CH2:18][CH2:19][C@:3]12[CH3:4])[C:16]1[CH:15]=[CH:14][C:13]([O:20][CH3:21])=[CH:12][C:11]=1[CH2:10][C@H:9]3[CH2:22][CH2:23][CH2:24][CH2:25][CH2:26][CH2:27][CH2:28][CH2:29][CH2:30][CH:31]([CH2:37][CH2:38][CH2:39][C:40]([F:45])([F:46])[C:41]([F:42])([F:43])[F:44])[C:32]([O:34][CH2:35][CH3:36])=[O:33]. The catalyst class is: 586. (3) Reactant: [C:1]([C:5]1[CH:12]=[CH:11][C:8]([CH:9]=O)=[CH:7][CH:6]=1)([CH3:4])([CH3:3])[CH3:2].[N:13]1[CH:18]=[CH:17][C:16]([CH2:19][CH2:20][NH2:21])=[CH:15][CH:14]=1.[BH4-].[Na+].[NH:24]1[C:32]2[C:27](=[CH:28][CH:29]=[CH:30][C:31]=2[C:33](O)=[O:34])[CH:26]=[CH:25]1.CCN=C=NCCCN(C)C.Cl. Product: [C:1]([C:5]1[CH:12]=[CH:11][C:8]([CH2:9][N:21]([CH2:20][CH2:19][C:16]2[CH:17]=[CH:18][N:13]=[CH:14][CH:15]=2)[C:33]([C:31]2[CH:30]=[CH:29][CH:28]=[C:27]3[C:32]=2[NH:24][CH:25]=[CH:26]3)=[O:34])=[CH:7][CH:6]=1)([CH3:4])([CH3:3])[CH3:2]. The catalyst class is: 5. (4) Reactant: Br[C:2]1[CH:27]=[C:26]([C:28]([F:31])([F:30])[F:29])[CH:25]=[CH:24][C:3]=1[CH2:4][NH:5][C:6]1[CH:11]=[CH:10][C:9]([C:12]2[CH:17]=[CH:16][C:15]([C:18]([F:21])([F:20])[F:19])=[CH:14][C:13]=2[CH3:22])=[C:8]([Cl:23])[CH:7]=1.CC1(C)C(C)(C)OB([C:40]2[CH:41]=[CH:42][C:43]([C:46]([NH:48][CH2:49][CH2:50][C:51]([O:53][CH2:54][CH3:55])=[O:52])=[O:47])=[N:44][CH:45]=2)O1.C([O-])([O-])=O.[K+].[K+].O. Product: [Cl:23][C:8]1[CH:7]=[C:6]([NH:5][CH2:4][C:3]2[CH:24]=[CH:25][C:26]([C:28]([F:31])([F:30])[F:29])=[CH:27][C:2]=2[C:40]2[CH:41]=[CH:42][C:43]([C:46]([NH:48][CH2:49][CH2:50][C:51]([O:53][CH2:54][CH3:55])=[O:52])=[O:47])=[N:44][CH:45]=2)[CH:11]=[CH:10][C:9]=1[C:12]1[CH:17]=[CH:16][C:15]([C:18]([F:21])([F:20])[F:19])=[CH:14][C:13]=1[CH3:22]. The catalyst class is: 800. (5) Reactant: [C:1]([CH2:3][CH2:4][C:5]([C:14]1[CH:19]=[CH:18][C:17]([N+:20]([O-:22])=[O:21])=[CH:16][N:15]=1)(C(OC)=O)C(OC)=O)#[N:2].[Li+].[OH-]. Product: [N+:20]([C:17]1[CH:18]=[CH:19][C:14]([CH2:5][CH2:4][CH2:3][C:1]#[N:2])=[N:15][CH:16]=1)([O-:22])=[O:21]. The catalyst class is: 24. (6) Reactant: [C:1]([C:3]1[CH:8]=[C:7]([C@@H:9]([NH:12][C:13]([C:15]2[C:16]3[CH:23]=[N:22][N:21]([C:24]4[CH:29]=[CH:28][C:27]([F:30])=[CH:26][CH:25]=4)[C:17]=3[CH:18]=[N:19][CH:20]=2)=[O:14])[CH2:10][CH3:11])[CH:6]=[CH:5][N:4]=1)#[N:2].[N-:31]=[N+:32]=[N-:33].[Na+].CN(C=O)C. Product: [NH:31]1[C:1]([C:3]2[CH:8]=[C:7]([C@@H:9]([NH:12][C:13]([C:15]3[C:16]4[CH:23]=[N:22][N:21]([C:24]5[CH:25]=[CH:26][C:27]([F:30])=[CH:28][CH:29]=5)[C:17]=4[CH:18]=[N:19][CH:20]=3)=[O:14])[CH2:10][CH3:11])[CH:6]=[CH:5][N:4]=2)=[N:2][N:33]=[N:32]1. The catalyst class is: 47. (7) Reactant: [C:1]([OH:5])(=O)[CH:2]=[CH2:3].CN1CCOCC1.C(Cl)(=O)C(C)(C)C.[CH2:20]([C@H:27]1[CH2:31][O:30][C:29](=[O:32])[NH:28]1)[C:21]1[CH:26]=[CH:25][CH:24]=[CH:23][CH:22]=1.[Li]CCCC. Product: [CH2:20]([C@H:27]1[CH2:31][O:30][C:29](=[O:32])[N:28]1[C:1](=[O:5])[CH:2]=[CH2:3])[C:21]1[CH:22]=[CH:23][CH:24]=[CH:25][CH:26]=1. The catalyst class is: 1. (8) Reactant: [CH2:1]([O:8][C:9]([N:11]1[CH2:15][C@@H:14]([O:16][Si](C(C)(C)C)(C)C)[CH2:13][C@@H:12]1[CH2:24][C:25]1[C:26]([CH3:32])=[N:27][N:28]([CH3:31])[C:29]=1[CH3:30])=[O:10])[C:2]1[CH:7]=[CH:6][CH:5]=[CH:4][CH:3]=1.[F-].C([N+](CCCC)(CCCC)CCCC)CCC.C(=O)(O)[O-].[Na+]. Product: [CH2:1]([O:8][C:9]([N:11]1[CH2:15][C@@H:14]([OH:16])[CH2:13][C@@H:12]1[CH2:24][C:25]1[C:26]([CH3:32])=[N:27][N:28]([CH3:31])[C:29]=1[CH3:30])=[O:10])[C:2]1[CH:3]=[CH:4][CH:5]=[CH:6][CH:7]=1. The catalyst class is: 7. (9) Reactant: Cl.[NH:2]1[C:10]2[C:5](=[CH:6][CH:7]=[CH:8][CH:9]=2)[CH:4]=[C:3]1[C:11]1[N:12]=[C:13]([CH:21]2[CH2:26][CH2:25][NH:24][CH2:23][CH2:22]2)[N:14]2[CH:19]=[CH:18][N:17]=[C:16]([NH2:20])[C:15]=12.C(N(CC)C(C)C)(C)C.[CH3:36][N:37]([CH3:41])[C:38](Cl)=[O:39]. Product: [NH2:20][C:16]1[C:15]2[N:14]([C:13]([CH:21]3[CH2:26][CH2:25][N:24]([C:38]([N:37]([CH3:41])[CH3:36])=[O:39])[CH2:23][CH2:22]3)=[N:12][C:11]=2[C:3]2[NH:2][C:10]3[C:5]([CH:4]=2)=[CH:6][CH:7]=[CH:8][CH:9]=3)[CH:19]=[CH:18][N:17]=1. The catalyst class is: 3. (10) Reactant: [O:1]=[S:2]1(=[O:19])[NH:7][CH2:6][CH2:5][CH:4](C)[N:3]1[C:9]1[CH:17]=[CH:16][C:12]([C:13]([OH:15])=O)=[CH:11][C:10]=1[CH3:18].[Cl:20][C:21]1[CH:32]=[CH:31][C:24]2[NH:25][C:26]([C@@H:28]([NH2:30])[CH3:29])=[N:27][C:23]=2[CH:22]=1.[CH3:33]N(C(ON1N=NC2C=CC=CC1=2)=[N+](C)C)C.[B-](F)(F)(F)F.CN1CCOCC1. Product: [Cl:20][C:21]1[CH:32]=[CH:31][C:24]2[NH:25][C:26]([C@@H:28]([NH:30][C:13](=[O:15])[C:12]3[CH:16]=[CH:17][C:9]([N:3]4[CH2:4][CH2:5][CH2:6][N:7]([CH3:33])[S:2]4(=[O:1])=[O:19])=[C:10]([CH3:18])[CH:11]=3)[CH3:29])=[N:27][C:23]=2[CH:22]=1. The catalyst class is: 3.